Dataset: Catalyst prediction with 721,799 reactions and 888 catalyst types from USPTO. Task: Predict which catalyst facilitates the given reaction. (1) Reactant: [NH2:1][C:2]1[N:10]=[C:9]2[C:5]([C:6]([C:18]3[CH:23]=[CH:22][N:21]=[CH:20][CH:19]=3)=[C:7]([C:11]3[CH:16]=[CH:15][C:14]([F:17])=[CH:13][CH:12]=3)[NH:8]2)=[CH:4][CH:3]=1.[F:24]NS(C1C=CC=CC=1)(=O)=O. Product: [NH2:1][C:2]1[N:10]=[C:9]2[C:5]([C:6]([C:18]3[CH:23]=[CH:22][N:21]=[CH:20][CH:19]=3)=[C:7]([C:11]3[CH:12]=[CH:13][C:14]([F:17])=[CH:15][CH:16]=3)[NH:8]2)=[CH:4][C:3]=1[F:24]. The catalyst class is: 3. (2) Reactant: [C:1](N)(=[S:3])[CH3:2].Cl.O1CCOCC1.[F:12][C:13]1[CH:20]=[CH:19][C:18]([C:21]2[N:22]=[C:23]([CH:33]([CH3:35])[CH3:34])[NH:24][C:25]=2[C:26]2[CH:31]=[CH:30][CH:29]=[C:28]([CH3:32])[N:27]=2)=[CH:17][C:14]=1[C:15]#[N:16].C(=O)(O)[O-].[Na+].C(OC(OCC)CBr)C.Cl. Product: [F:12][C:13]1[CH:20]=[CH:19][C:18]([C:21]2[N:22]=[C:23]([CH:33]([CH3:35])[CH3:34])[NH:24][C:25]=2[C:26]2[CH:31]=[CH:30][CH:29]=[C:28]([CH3:32])[N:27]=2)=[CH:17][C:14]=1[C:15]1[S:3][CH:1]=[CH:2][N:16]=1. The catalyst class is: 9. (3) Reactant: [Cl:1][C:2]1[CH:9]=[CH:8][C:5]([CH2:6][NH2:7])=[CH:4][C:3]=1[NH:10][C:11]1[NH:15][C:14]2[CH:16]=[C:17]([N:21]3[CH2:25][CH2:24][CH2:23][CH:22]3[CH2:26][N:27]([CH3:29])[CH3:28])[C:18]([Cl:20])=[CH:19][C:13]=2[N:12]=1.[C:30](Cl)(=[O:35])[C:31]([CH3:34])([CH3:33])[CH3:32]. Product: [Cl:1][C:2]1[CH:9]=[CH:8][C:5]([CH2:6][NH:7][C:30](=[O:35])[C:31]([CH3:34])([CH3:33])[CH3:32])=[CH:4][C:3]=1[NH:10][C:11]1[NH:15][C:14]2[CH:16]=[C:17]([N:21]3[CH2:25][CH2:24][CH2:23][CH:22]3[CH2:26][N:27]([CH3:29])[CH3:28])[C:18]([Cl:20])=[CH:19][C:13]=2[N:12]=1. The catalyst class is: 1. (4) Reactant: [Cl:1][C:2]1[C:7]([N:8]2[CH2:12][CH2:11][CH2:10][CH2:9]2)=[CH:6][CH:5]=[CH:4][C:3]=1[C:13]1[O:14][C:15]2[C:20]([C:21](=[O:23])[CH:22]=1)=[C:19]([OH:24])[CH:18]=[C:17]([OH:25])[C:16]=2[C@@H:26]1[CH2:30][CH2:29][N:28]([CH3:31])[C@H:27]1[CH2:32][OH:33].Cl. Product: [ClH:1].[Cl:1][C:2]1[C:7]([N:8]2[CH2:9][CH2:10][CH2:11][CH2:12]2)=[CH:6][CH:5]=[CH:4][C:3]=1[C:13]1[O:14][C:15]2[C:20]([C:21](=[O:23])[CH:22]=1)=[C:19]([OH:24])[CH:18]=[C:17]([OH:25])[C:16]=2[C@@H:26]1[CH2:30][CH2:29][N:28]([CH3:31])[C@H:27]1[CH2:32][OH:33]. The catalyst class is: 5. (5) Reactant: [OH-].[Na+].[CH:3]1([C:6]2[CH:7]=[CH:8][CH:9]=[C:10]3[C:15]=2[N:14]=[C:13]([C:16]([N:18]2[CH2:23][CH2:22][C:21]4([CH2:32][C:31](=[O:33])[C:30]5[C:25](=[CH:26][CH:27]=[C:28]([C:34]6[CH:35]=[N:36][N:37]([CH3:39])[CH:38]=6)[CH:29]=5)[O:24]4)[CH2:20][CH2:19]2)=[O:17])[CH:12]=[C:11]3[C:40]2[CH:49]=[CH:48][C:43]([C:44]([O:46]C)=[O:45])=[CH:42][CH:41]=2)[CH2:5][CH2:4]1.CO.Cl. The catalyst class is: 1. Product: [CH:3]1([C:6]2[CH:7]=[CH:8][CH:9]=[C:10]3[C:15]=2[N:14]=[C:13]([C:16]([N:18]2[CH2:19][CH2:20][C:21]4([CH2:32][C:31](=[O:33])[C:30]5[C:25](=[CH:26][CH:27]=[C:28]([C:34]6[CH:35]=[N:36][N:37]([CH3:39])[CH:38]=6)[CH:29]=5)[O:24]4)[CH2:22][CH2:23]2)=[O:17])[CH:12]=[C:11]3[C:40]2[CH:49]=[CH:48][C:43]([C:44]([OH:46])=[O:45])=[CH:42][CH:41]=2)[CH2:5][CH2:4]1. (6) Reactant: [Br:1][C:2]1[CH:11]=[CH:10][CH:9]=[C:8]2[C:3]=1[CH2:4][CH2:5][NH:6][CH:7]2[C:12]1[CH:17]=[CH:16][C:15]([C:18]([F:21])([F:20])[F:19])=[CH:14][CH:13]=1.[F:22][C:23]1[CH:28]=[CH:27][C:26]([N:29]=[C:30]=[O:31])=[CH:25][CH:24]=1. Product: [Br:1][C:2]1[CH:11]=[CH:10][CH:9]=[C:8]2[C:3]=1[CH2:4][CH2:5][N:6]([C:30]([NH:29][C:26]1[CH:27]=[CH:28][C:23]([F:22])=[CH:24][CH:25]=1)=[O:31])[CH:7]2[C:12]1[CH:17]=[CH:16][C:15]([C:18]([F:19])([F:20])[F:21])=[CH:14][CH:13]=1. The catalyst class is: 2. (7) Reactant: CO[C:3]([C:5]1[CH:10]=[C:9]([CH3:11])[C:8](=[O:12])[N:7]([CH3:13])[C:6]=1[NH:14][C:15]1[CH:20]=[CH:19][C:18]([I:21])=[CH:17][C:16]=1[F:22])=[O:4].[CH:23]([O:25][CH2:26][CH2:27][O:28][NH2:29])=[CH2:24].C[Si]([NH-])(C)C.C[Si]([NH-])(C)C.[Li+].[Li+].O.Cl. The catalyst class is: 1. Product: [CH:23]([O:25][CH2:26][CH2:27][O:28][NH:29][C:3]([C:5]1[CH:10]=[C:9]([CH3:11])[C:8](=[O:12])[N:7]([CH3:13])[C:6]=1[NH:14][C:15]1[CH:20]=[CH:19][C:18]([I:21])=[CH:17][C:16]=1[F:22])=[O:4])=[CH2:24].